From a dataset of Forward reaction prediction with 1.9M reactions from USPTO patents (1976-2016). Predict the product of the given reaction. (1) Given the reactants CC1(C)O[C:5](=[CH:7][C:8](=[O:13])[C:9]([O:11][CH3:12])=[O:10])[CH2:4][O:3]1.[NH:15]([C:17]1[C:22]([Cl:23])=[CH:21][CH:20]=[CH:19][N:18]=1)[NH2:16], predict the reaction product. The product is: [Cl:23][C:22]1[C:17]([N:15]2[C:8]([OH:13])([C:9]([O:11][CH3:12])=[O:10])[CH2:7][C:5]([CH2:4][OH:3])=[N:16]2)=[N:18][CH:19]=[CH:20][CH:21]=1. (2) The product is: [NH2:27][C:26]1[NH:31][N:30]=[C:24]([NH:23][C:4]2[CH:5]=[C:6]([C:19]([F:21])([F:20])[F:22])[C:7]([C:8]3[CH:18]=[CH:17][C:11]4[O:12][CH2:13][C:14](=[O:16])[NH:15][C:10]=4[CH:9]=3)=[C:2]([Cl:1])[CH:3]=2)[N:25]=1. Given the reactants [Cl:1][C:2]1[CH:3]=[C:4]([NH:23][CH:24](SC)[NH:25][C:26]#[N:27])[CH:5]=[C:6]([C:19]([F:22])([F:21])[F:20])[C:7]=1[C:8]1[CH:18]=[CH:17][C:11]2[O:12][CH2:13][C:14](=[O:16])[NH:15][C:10]=2[CH:9]=1.[NH2:30][NH2:31], predict the reaction product. (3) Given the reactants I[C:2]1[CH:7]=[CH:6][N:5]=[CH:4][C:3]=1[NH:8][CH2:9][C:10]([F:13])([F:12])[F:11].[CH3:14][C:15]1[CH:20]=[CH:19][CH:18]=[CH:17][C:16]=1B(O)O, predict the reaction product. The product is: [C:15]1([CH3:14])[CH:20]=[CH:19][CH:18]=[CH:17][C:16]=1[C:2]1[CH:7]=[CH:6][N:5]=[CH:4][C:3]=1[NH:8][CH2:9][C:10]([F:13])([F:12])[F:11]. (4) Given the reactants [ClH:1].[NH2:2][C:3]1[C:4](Cl)=[C:5]([CH:9]=[CH:10][CH:11]=1)[C:6](O)=O.N([O-])=O.[Na+].N([O-])=O.S(=O)(=O)(O)[NH2:21].[CH3:25][C:26]([C:33]1[CH:38]=[CH:37][C:36]([OH:39])=[C:35]([C:40]([C:43]2[CH:48]=[CH:47][CH:46]=[CH:45][CH:44]=2)([CH3:42])[CH3:41])[CH:34]=1)([CH3:32])[CH2:27][C:28]([CH3:31])([CH3:30])[CH3:29].[OH-:49].[Ca+2].[OH-:51], predict the reaction product. The product is: [Cl:1][C:11]1[CH:10]=[CH:9][C:5]([C:6]([OH:51])=[O:49])=[CH:4][C:3]=1[N:2]=[N:21][C:37]1[CH:38]=[C:33]([C:26]([CH3:25])([CH3:32])[CH2:27][C:28]([CH3:29])([CH3:30])[CH3:31])[CH:34]=[C:35]([C:40]([CH3:41])([C:43]2[CH:44]=[CH:45][CH:46]=[CH:47][CH:48]=2)[CH3:42])[C:36]=1[OH:39]. (5) Given the reactants [Br:1][C:2]1[O:3][C:4]2[CH:12]=[CH:11][C:10]([S:13](Cl)(=[O:15])=[O:14])=[CH:9][C:5]=2[C:6]=1[CH2:7][Br:8].[O:17]1[CH:21]2[O:22][CH2:23][CH2:24][CH:20]2[CH:19]([O:25][C:26](=[O:44])[NH:27][CH:28]([CH2:37][C:38]2[CH:43]=[CH:42][CH:41]=[CH:40][CH:39]=2)[CH:29]([OH:36])[CH2:30][NH:31][CH2:32][CH:33]([CH3:35])[CH3:34])[CH2:18]1.C([O-])(O)=O.[Na+], predict the reaction product. The product is: [O:17]1[CH:21]2[O:22][CH2:23][CH2:24][CH:20]2[CH:19]([O:25][C:26](=[O:44])[NH:27][CH:28]([CH2:37][C:38]2[CH:39]=[CH:40][CH:41]=[CH:42][CH:43]=2)[CH:29]([OH:36])[CH2:30][N:31]([S:13]([C:10]2[CH:11]=[CH:12][C:4]3[O:3][C:2]([Br:1])=[C:6]([CH2:7][Br:8])[C:5]=3[CH:9]=2)(=[O:15])=[O:14])[CH2:32][CH:33]([CH3:35])[CH3:34])[CH2:18]1.